This data is from Forward reaction prediction with 1.9M reactions from USPTO patents (1976-2016). The task is: Predict the product of the given reaction. (1) Given the reactants [CH3:1][N:2]1[CH:5]([C:6]2[CH:11]=[CH:10][CH:9]=[CH:8][CH:7]=2)[C:4]2([CH2:16][CH2:15][CH2:14][N:13](C(OC(C)(C)C)=O)[CH2:12]2)[C:3]1=[O:24].C(O)(C(F)(F)F)=O, predict the reaction product. The product is: [CH3:1][N:2]1[CH:5]([C:6]2[CH:11]=[CH:10][CH:9]=[CH:8][CH:7]=2)[C:4]2([CH2:16][CH2:15][CH2:14][NH:13][CH2:12]2)[C:3]1=[O:24]. (2) The product is: [Cl:1][C:2]1[CH:22]=[CH:21][C:5]([O:6][CH:7]2[CH2:8][CH2:9][N:10]([C:13]([O:15][C:16]([CH3:18])([CH3:17])[CH3:19])=[O:14])[CH:11]([CH3:24])[CH2:12]2)=[CH:4][CH:3]=1. Given the reactants [Cl:1][C:2]1[CH:22]=[CH:21][C:5]([O:6][CH:7]2[CH2:12][CH2:11][N:10]([C:13]([O:15][C:16]([CH3:19])([CH3:18])[CH3:17])=[O:14])[CH2:9][CH:8]2C)=[CH:4][CH:3]=1.O[CH:24]1CCN(C(OC(C)(C)C)=O)C(C)C1.Cl.ClC1C=CC(OC2CCNC(C)C2)=CC=1, predict the reaction product. (3) Given the reactants [C:1]([O:5][C:6]([N:8]([C@H:16]1[CH2:24][CH2:23][CH2:22][C@H:21]([O:25][CH2:26][C:27]([CH3:29])=[CH2:28])[C@@H:20]([O:30][C:31]2[CH:36]=[CH:35][CH:34]=[CH:33][CH:32]=2)[C@H:19]([CH3:37])[O:18][C:17]1=[O:38])[C:9](=[O:15])[O:10][C:11]([CH3:14])([CH3:13])[CH3:12])=[O:7])([CH3:4])([CH3:3])[CH3:2], predict the reaction product. The product is: [C:11]([O:10][C:9]([N:8]([C@H:16]1[CH2:24][CH2:23][CH2:22][C@H:21]([O:25][CH2:26][CH:27]([CH3:28])[CH3:29])[C@@H:20]([O:30][C:31]2[CH:36]=[CH:35][CH:34]=[CH:33][CH:32]=2)[C@H:19]([CH3:37])[O:18][C:17]1=[O:38])[C:6](=[O:7])[O:5][C:1]([CH3:2])([CH3:3])[CH3:4])=[O:15])([CH3:13])([CH3:14])[CH3:12]. (4) Given the reactants [OH:1][C:2]1[CH:3]=[C:4]2[C:9](=[CH:10][CH:11]=1)[C:8](=[O:12])[N:7]([C:13]1[CH:14]=[C:15]([CH:19]=[CH:20][CH:21]=1)[C:16]([OH:18])=[O:17])[CH2:6][CH2:5]2.S(Cl)(Cl)=O.[CH3:26]O, predict the reaction product. The product is: [OH:1][C:2]1[CH:3]=[C:4]2[C:9](=[CH:10][CH:11]=1)[C:8](=[O:12])[N:7]([C:13]1[CH:14]=[C:15]([CH:19]=[CH:20][CH:21]=1)[C:16]([O:18][CH3:26])=[O:17])[CH2:6][CH2:5]2. (5) Given the reactants C([O:8][C:9]1[CH:10]=[C:11]([C:19]2[O:20][CH:21]=[C:22]([CH2:24][NH:25][C:26](=[O:34])[C:27]3[C:32]([CH3:33])=[CH:31][CH:30]=[CH:29][N:28]=3)[N:23]=2)[CH:12]=[CH:13][C:14]=1[O:15][CH:16]([F:18])[F:17])C1C=CC=CC=1, predict the reaction product. The product is: [F:18][CH:16]([F:17])[O:15][C:14]1[CH:13]=[CH:12][C:11]([C:19]2[O:20][CH:21]=[C:22]([CH2:24][NH:25][C:26](=[O:34])[C:27]3[C:32]([CH3:33])=[CH:31][CH:30]=[CH:29][N:28]=3)[N:23]=2)=[CH:10][C:9]=1[OH:8]. (6) Given the reactants Cl[CH2:2][Si:3]([CH3:6])([CH3:5])[CH3:4].[CH2:7]([NH2:14])[C:8]1[CH:13]=[CH:12][CH:11]=[CH:10][CH:9]=1.[OH-].[Na+], predict the reaction product. The product is: [CH2:7]([NH:14][CH2:2][Si:3]([CH3:6])([CH3:5])[CH3:4])[C:8]1[CH:13]=[CH:12][CH:11]=[CH:10][CH:9]=1.